From a dataset of Catalyst prediction with 721,799 reactions and 888 catalyst types from USPTO. Predict which catalyst facilitates the given reaction. (1) Reactant: C([C:5]1([O:11][CH2:12][CH2:13][CH2:14]Br)[CH2:10][CH2:9][CH2:8][CH2:7][O:6]1)(C)(C)C.[OH:16][CH2:17][C:18]1[CH:22]=[CH:21][S:20][CH:19]=1. Product: [S:20]1[CH:21]=[CH:22][C:18]([CH2:17][O:16][CH2:14][CH2:13][CH2:12][O:11][CH:5]2[CH2:10][CH2:9][CH2:8][CH2:7][O:6]2)=[CH:19]1. The catalyst class is: 3. (2) Reactant: [CH2:1]([N:5]1[C:9]2[C:10](=[O:16])[NH:11][N:12]([CH3:15])[C:13](=[O:14])[C:8]=2[N:7]=[C:6]1[N:17]1[CH2:22][CH2:21][CH2:20][C@@H:19]([NH:23][C:24]([O:26][C:27]([CH3:30])([CH3:29])[CH3:28])=[O:25])[CH2:18]1)[C:2]#[C:3][CH3:4].C(=O)([O-])[O-].[K+].[K+].[CH3:37][C:38]1[N:39]=[C:40]([CH2:48]Cl)[C:41]2[C:46]([CH:47]=1)=[CH:45][CH:44]=[CH:43][CH:42]=2.O. Product: [CH2:1]([N:5]1[C:9]2[C:10](=[O:16])[N:11]([CH2:48][C:40]3[C:41]4[C:46](=[CH:45][CH:44]=[CH:43][CH:42]=4)[CH:47]=[C:38]([CH3:37])[N:39]=3)[N:12]([CH3:15])[C:13](=[O:14])[C:8]=2[N:7]=[C:6]1[N:17]1[CH2:22][CH2:21][CH2:20][C@@H:19]([NH:23][C:24]([O:26][C:27]([CH3:30])([CH3:29])[CH3:28])=[O:25])[CH2:18]1)[C:2]#[C:3][CH3:4]. The catalyst class is: 9. (3) Reactant: [F:1][C:2]1[CH:3]=[C:4]([CH:8]=[CH:9][CH:10]=1)[CH2:5][CH2:6][NH2:7].[S:11]1[CH2:17][C:15](=[O:16])[NH:14][C:12]1=S.CCN(C(C)C)C(C)C. Product: [F:1][C:2]1[CH:3]=[C:4]([CH2:5][CH2:6][NH:7][C:12]2[S:11][CH2:17][C:15](=[O:16])[N:14]=2)[CH:8]=[CH:9][CH:10]=1. The catalyst class is: 10. (4) Reactant: [N:1]([CH2:4][CH2:5][C:6]1[CH:13]=[CH:12][C:9]([C:10]#[N:11])=[CH:8][CH:7]=1)=[N+:2]=[N-:3].C([O-])([O-])=[O:15].[K+].[K+].OO. Product: [N:1]([CH2:4][CH2:5][C:6]1[CH:13]=[CH:12][C:9]([C:10]([NH2:11])=[O:15])=[CH:8][CH:7]=1)=[N+:2]=[N-:3]. The catalyst class is: 24. (5) The catalyst class is: 103. Reactant: [C:1]1(C)[CH:6]=[CH:5][CH:4]=[CH:3][CH:2]=1.[CH3:8][O:9][C:10](=[O:23])[C:11]1[CH:16]=[CH:15][C:14](Br)=[C:13]([O:18][C:19]([F:22])([F:21])[F:20])[CH:12]=1.C1(B(O)O)C=CC=CC=1.C(=O)([O-])[O-].[Cs+].[Cs+]. Product: [CH3:8][O:9][C:10]([C:11]1[CH:16]=[CH:15][C:14]([C:1]2[CH:6]=[CH:5][CH:4]=[CH:3][CH:2]=2)=[C:13]([O:18][C:19]([F:22])([F:21])[F:20])[CH:12]=1)=[O:23].